Task: Predict which catalyst facilitates the given reaction.. Dataset: Catalyst prediction with 721,799 reactions and 888 catalyst types from USPTO Reactant: CC1(C)[O:6][C@H:5]([CH2:7]C(O)=O)[C:4](=[O:11])[O:3]1.C([N:15]([CH2:18]C)CC)C.[O:20](P(N=[N+]=[N-])(OC1C=CC=CC=1)=O)C1C=CC=CC=1.[CH:39]1[C:51]2[CH:50]([CH2:52][OH:53])[C:49]3[C:44](=[CH:45][CH:46]=[CH:47][CH:48]=3)[C:43]=2[CH:42]=[CH:41][CH:40]=1.Cl. Product: [C:18]([NH:15][CH2:7][C@H:5]([C:4]([OH:3])=[O:11])[OH:6])([O:53][CH2:52][CH:50]1[C:51]2[C:43](=[CH:42][CH:41]=[CH:40][CH:39]=2)[C:44]2[C:49]1=[CH:48][CH:47]=[CH:46][CH:45]=2)=[O:20]. The catalyst class is: 10.